This data is from Forward reaction prediction with 1.9M reactions from USPTO patents (1976-2016). The task is: Predict the product of the given reaction. (1) Given the reactants Br[C:2]1[N:6]2[CH:7]=[CH:8][N:9]=[C:10]([NH:11][CH2:12][CH2:13][OH:14])[C:5]2=[N:4][CH:3]=1.CS[C:17]1[N:22]=[C:21]([Sn](CCCC)(CCCC)CCCC)[CH:20]=[CH:19][N:18]=1.[NH:36]1[CH2:41][CH2:40][O:39][CH2:38][CH2:37]1, predict the reaction product. The product is: [N:36]1([C:17]2[N:18]=[C:19]([C:2]3[N:6]4[CH:7]=[CH:8][N:9]=[C:10]([NH:11][CH2:12][CH2:13][OH:14])[C:5]4=[N:4][CH:3]=3)[CH:20]=[CH:21][N:22]=2)[CH2:41][CH2:40][O:39][CH2:38][CH2:37]1. (2) Given the reactants [C:1]1([C:7]2[CH:12]=[CH:11][C:10]([OH:13])=[CH:9][CH:8]=2)[CH:6]=[CH:5][CH:4]=[CH:3][CH:2]=1.C(=O)([O-])[O-].[K+].[K+].[I-].[K+].[CH2:22]([O:24][C:25](=[O:33])[CH2:26][CH2:27][CH2:28][CH2:29][CH2:30][CH2:31]Br)[CH3:23], predict the reaction product. The product is: [CH2:22]([O:24][C:25](=[O:33])[CH2:26][CH2:27][CH2:28][CH2:29][CH2:30][CH2:31][O:13][C:10]1[CH:9]=[CH:8][C:7]([C:1]2[CH:2]=[CH:3][CH:4]=[CH:5][CH:6]=2)=[CH:12][CH:11]=1)[CH3:23]. (3) Given the reactants C([O:4][C@@H:5]([C:7]1[N:12]=[C:11]([N:13]2[CH2:22][CH2:21][C:20]3[C:15](=[CH:16][C:17]([S:23](=[O:28])(=[O:27])[N:24]([CH3:26])[CH3:25])=[CH:18][CH:19]=3)[CH2:14]2)[CH:10]=[CH:9][N:8]=1)[CH3:6])(=O)C.O.[OH-].[Li+], predict the reaction product. The product is: [CH3:26][N:24]([CH3:25])[S:23]([C:17]1[CH:16]=[C:15]2[C:20]([CH2:21][CH2:22][N:13]([C:11]3[CH:10]=[CH:9][N:8]=[C:7]([C@H:5]([OH:4])[CH3:6])[N:12]=3)[CH2:14]2)=[CH:19][CH:18]=1)(=[O:28])=[O:27]. (4) Given the reactants [Br:1][C:2]1[CH:11]=[CH:10][C:5]([C:6]([O:8][CH3:9])=[O:7])=[CH:4][C:3]=1[CH3:12].O[N:14]1C(=O)C2C(=CC=CC=2)C1=O.N(OC(C)(C)C)=O, predict the reaction product. The product is: [Br:1][C:2]1[CH:11]=[CH:10][C:5]([C:6]([O:8][CH3:9])=[O:7])=[CH:4][C:3]=1[C:12]#[N:14]. (5) The product is: [Br:30][C:31]1[N:36]=[C:35]([C:37]([NH:1][C:2]2[CH:3]=[N:4][CH:5]=[CH:6][C:7]=2[N:8]2[CH2:13][CH2:12][C@@H:11]([O:14][Si:15]([C:18]([CH3:21])([CH3:20])[CH3:19])([CH3:17])[CH3:16])[C@H:10]([NH:22][C:23](=[O:29])[O:24][C:25]([CH3:28])([CH3:27])[CH3:26])[CH2:9]2)=[O:38])[CH:34]=[CH:33][C:32]=1[F:40]. Given the reactants [NH2:1][C:2]1[CH:3]=[N:4][CH:5]=[CH:6][C:7]=1[N:8]1[CH2:13][CH2:12][C@@H:11]([O:14][Si:15]([C:18]([CH3:21])([CH3:20])[CH3:19])([CH3:17])[CH3:16])[C@H:10]([NH:22][C:23](=[O:29])[O:24][C:25]([CH3:28])([CH3:27])[CH3:26])[CH2:9]1.[Br:30][C:31]1[N:36]=[C:35]([C:37](O)=[O:38])[CH:34]=[CH:33][C:32]=1[F:40], predict the reaction product. (6) Given the reactants [CH2:1]([C:3]1[C:4]([CH:24]=[O:25])=[C:5](OS(C(F)(F)F)(=O)=O)[CH:6]=[C:7]([O:9][CH:10]2[CH2:15][CH2:14][CH2:13][CH2:12][O:11]2)[CH:8]=1)[CH3:2].[B:26]1([B:26]2[O:30][C:29]([CH3:32])([CH3:31])[C:28]([CH3:34])([CH3:33])[O:27]2)[O:30][C:29]([CH3:32])([CH3:31])[C:28]([CH3:34])([CH3:33])[O:27]1.CC([O-])=O.[K+], predict the reaction product. The product is: [CH2:1]([C:3]1[CH:8]=[C:7]([O:9][CH:10]2[CH2:15][CH2:14][CH2:13][CH2:12][O:11]2)[CH:6]=[C:5]([B:26]2[O:30][C:29]([CH3:32])([CH3:31])[C:28]([CH3:34])([CH3:33])[O:27]2)[C:4]=1[CH:24]=[O:25])[CH3:2]. (7) Given the reactants [CH3:1][C:2]1([CH3:14])[C:6]([CH3:8])([CH3:7])[O:5][B:4]([C:9]2[CH:10]=[N:11][NH:12][CH:13]=2)[O:3]1.[C:15]([CH:17]=[C:18]1[CH2:23][CH2:22][N:21]([C:24]([O:26][C:27]([CH3:30])([CH3:29])[CH3:28])=[O:25])[CH2:20][CH2:19]1)#[N:16].N12CCCN=C1CCCCC2, predict the reaction product. The product is: [C:15]([CH2:17][C:18]1([N:12]2[CH:13]=[C:9]([B:4]3[O:5][C:6]([CH3:7])([CH3:8])[C:2]([CH3:14])([CH3:1])[O:3]3)[CH:10]=[N:11]2)[CH2:19][CH2:20][N:21]([C:24]([O:26][C:27]([CH3:30])([CH3:29])[CH3:28])=[O:25])[CH2:22][CH2:23]1)#[N:16].